From a dataset of Reaction yield outcomes from USPTO patents with 853,638 reactions. Predict the reaction yield, written as a fraction of the theoretical maximum amount of product (1.0 means a 100% yield; for example, 0.34 means a 34% yield). (1) The reactants are [F:1][C:2]([F:12])([F:11])[C:3]1[N:4]=[C:5]([C:8]([OH:10])=[O:9])[S:6][CH:7]=1.O=S(Cl)Cl.[CH3:17][CH2:18]O. No catalyst specified. The product is [CH2:17]([O:9][C:8]([C:5]1[S:6][CH:7]=[C:3]([C:2]([F:1])([F:11])[F:12])[N:4]=1)=[O:10])[CH3:18]. The yield is 0.960. (2) The reactants are [CH3:1][O:2][C:3]1[CH:4]=[C:5]([CH:9]=[CH:10][C:11]=1[CH2:12][C:13]1[C:21]2[C:16](=[CH:17][CH:18]=[C:19]([N+:22]([O-:24])=[O:23])[CH:20]=2)[NH:15][CH:14]=1)[C:6]([OH:8])=O.S([O:30][CH3:31])(OC)(=O)=O.[C:32](=O)([O-])[O-].[K+].[K+]. The catalyst is CC(=O)CC. The product is [CH3:1][O:2][C:3]1[CH:4]=[C:5]([CH:9]=[CH:10][C:11]=1[CH2:12][C:13]1[C:21]2[C:16](=[CH:17][CH:18]=[C:19]([N+:22]([O-:24])=[O:23])[CH:20]=2)[N:15]([CH3:32])[CH:14]=1)[C:6]([O:30][CH3:31])=[O:8]. The yield is 0.962. (3) The catalyst is C(O)C. The reactants are [O:1]1[CH2:6][CH2:5][C:4](=[O:7])[CH2:3][CH2:2]1.[N+:8]([CH3:11])([O-:10])=[O:9].[O-]CC.[Na+].O. The yield is 0.340. The product is [N+:8]([CH2:11][C:4]1([OH:7])[CH2:5][CH2:6][O:1][CH2:2][CH2:3]1)([O-:10])=[O:9]. (4) The reactants are [CH3:1][S:2]([C:5]1[CH:22]=[CH:21][C:8](/[CH:9]=[C:10]2/[C:11](=O)[CH2:12][CH2:13][C:14]3[C:19]/2=[CH:18][CH:17]=[CH:16][CH:15]=3)=[CH:7][CH:6]=1)(=[O:4])=[O:3].Cl.[NH2:24][OH:25].N1C=CC=CC=1. The catalyst is ClCCl. The product is [CH3:1][S:2]([C:5]1[CH:22]=[CH:21][C:8]([CH:9]=[C:10]2[C:19]3[C:14](=[CH:15][CH:16]=[CH:17][CH:18]=3)[CH2:13][CH2:12]/[C:11]/2=[N:24]\[OH:25])=[CH:7][CH:6]=1)(=[O:4])=[O:3]. The yield is 0.700. (5) The reactants are [N:1]([CH:4]1[CH:9]=[C:8]([C:10]2[CH:15]=[CH:14][N:13]=[CH:12][C:11]=2[N+:16]([O-:18])=[O:17])[CH2:7][CH2:6][CH:5]1[OH:19])=[N+]=[N-].CP(C)C.C(=O)(O)[O-].[Na+].[CH3:29][C:30]([O:33][C:34](O[C:34]([O:33][C:30]([CH3:32])([CH3:31])[CH3:29])=[O:35])=[O:35])([CH3:32])[CH3:31]. The yield is 0.820. The product is [OH:19][CH:5]1[CH:4]([NH:1][C:34](=[O:35])[O:33][C:30]([CH3:32])([CH3:31])[CH3:29])[CH:9]=[C:8]([C:10]2[CH:15]=[CH:14][N:13]=[CH:12][C:11]=2[N+:16]([O-:18])=[O:17])[CH2:7][CH2:6]1. The catalyst is N1C=CC=CC=1.[NH4+].[OH-].C1COCC1.C(OCC)(=O)C. (6) The yield is 0.940. No catalyst specified. The product is [CH2:6]([C:10]1[NH:11][C:12]2[C:17]([C:18]=1[CH:23]=[O:24])=[CH:16][C:15]([O:19][CH3:20])=[CH:14][CH:13]=2)[CH:7]([CH3:9])[CH3:8]. The reactants are P(Cl)(Cl)(Cl)=O.[CH2:6]([C:10]1[NH:11][C:12]2[C:17]([CH:18]=1)=[CH:16][C:15]([O:19][CH3:20])=[CH:14][CH:13]=2)[CH:7]([CH3:9])[CH3:8].CN(C)[CH:23]=[O:24]. (7) The reactants are CC1(C)C(C)(C)OB([C:9]2[CH:22]=[CH:21][C:20]3[C:19]4[C:14](=[CH:15][C:16](B5OC(C)(C)C(C)(C)O5)=[CH:17][CH:18]=4)[CH2:13][CH2:12][C:11]=3[CH:10]=2)O1.[C:33]([O:37][C:38]([N:40]1[CH2:44][CH2:43][CH2:42][CH:41]1[C:45]1[NH:46][CH:47]=[C:48](Br)[N:49]=1)=[O:39])([CH3:36])([CH3:35])[CH3:34].[C:51]([O-:54])(O)=[O:52].[Na+]. The catalyst is COCCOC.O.C1C=CC([P]([Pd]([P](C2C=CC=CC=2)(C2C=CC=CC=2)C2C=CC=CC=2)([P](C2C=CC=CC=2)(C2C=CC=CC=2)C2C=CC=CC=2)[P](C2C=CC=CC=2)(C2C=CC=CC=2)C2C=CC=CC=2)(C2C=CC=CC=2)C2C=CC=CC=2)=CC=1. The product is [C:33]([O:37][C:38]([N:40]1[CH2:44][CH2:43][CH2:42][CH:41]1[C:45]1[NH:49][C:48]([C:9]2[CH:10]=[CH:11][C:20]3[C:19]4[C:14](=[CH:15][C:16]([C:48]5[NH:49][C:45]([CH:41]6[CH2:42][CH2:43][CH2:44][N:40]6[C:51]([O:54][C:33]([CH3:36])([CH3:35])[CH3:34])=[O:52])=[N:46][CH:47]=5)=[CH:17][CH:18]=4)[CH2:13][CH2:12][C:21]=3[CH:22]=2)=[CH:47][N:46]=1)=[O:39])([CH3:36])([CH3:35])[CH3:34]. The yield is 0.240.